This data is from Peptide-MHC class II binding affinity with 134,281 pairs from IEDB. The task is: Regression. Given a peptide amino acid sequence and an MHC pseudo amino acid sequence, predict their binding affinity value. This is MHC class II binding data. (1) The peptide sequence is LTKLAAAWGGSGSEA. The MHC is DRB1_0404 with pseudo-sequence DRB1_0404. The binding affinity (normalized) is 0.0967. (2) The peptide sequence is KKTRNMTMSMSMILVGV. The MHC is DRB1_1101 with pseudo-sequence DRB1_1101. The binding affinity (normalized) is 0.633. (3) The peptide sequence is MKRPSREKQDKKIFTE. The MHC is HLA-DPA10201-DPB11401 with pseudo-sequence HLA-DPA10201-DPB11401. The binding affinity (normalized) is 0.0490. (4) The peptide sequence is DCISIGPGSTGLNIT. The MHC is HLA-DQA10102-DQB10502 with pseudo-sequence HLA-DQA10102-DQB10502. The binding affinity (normalized) is 0. (5) The peptide sequence is SGGFSTTVSTEQNVP. The binding affinity (normalized) is 0.0705. The MHC is DRB1_1501 with pseudo-sequence DRB1_1501. (6) The peptide sequence is KNLNMTDGDSVSFDD. The MHC is DRB1_0101 with pseudo-sequence DRB1_0101. The binding affinity (normalized) is 0. (7) The peptide sequence is PSELQMSWLPLCVRL. The MHC is DRB1_1101 with pseudo-sequence DRB1_1101. The binding affinity (normalized) is 0.680.